This data is from Catalyst prediction with 721,799 reactions and 888 catalyst types from USPTO. The task is: Predict which catalyst facilitates the given reaction. (1) Reactant: C([O:4][CH2:5][CH2:6][O:7][C:8]1[CH:32]=[CH:31][C:30]([O:33][CH3:34])=[CH:29][C:9]=1[CH2:10][N:11]([C:15]1[CH:20]=[C:19]([F:21])[CH:18]=[CH:17][C:16]=1[O:22][C:23]1[CH:28]=[CH:27][CH:26]=[CH:25][CH:24]=1)[C:12](=[O:14])[CH3:13])C=C.C(OCC)C.C(=O)([O-])O.[Na+]. Product: [F:21][C:19]1[CH:18]=[CH:17][C:16]([O:22][C:23]2[CH:24]=[CH:25][CH:26]=[CH:27][CH:28]=2)=[C:15]([N:11]([CH2:10][C:9]2[CH:29]=[C:30]([O:33][CH3:34])[CH:31]=[CH:32][C:8]=2[O:7][CH2:6][CH2:5][OH:4])[C:12](=[O:14])[CH3:13])[CH:20]=1. The catalyst class is: 7. (2) Reactant: [CH2:1]([O:3][C@@H:4]([CH2:9][C:10]1[CH:15]=[CH:14][C:13]([O:16]CC2C=CC=CC=2)=[CH:12][CH:11]=1)[C:5]([O:7][CH3:8])=[O:6])[CH3:2]. Product: [CH2:1]([O:3][C@@H:4]([CH2:9][C:10]1[CH:15]=[CH:14][C:13]([OH:16])=[CH:12][CH:11]=1)[C:5]([O:7][CH3:8])=[O:6])[CH3:2]. The catalyst class is: 129. (3) Reactant: [CH3:1][O:2][C:3]1[CH:33]=[CH:32][C:6]([CH2:7][N:8]([CH3:31])[C:9]2[CH:18]=[C:17]3[C:12]([CH:13]=[C:14]([C:22]4[CH:27]=[C:26]([NH2:28])[C:25]([F:29])=[CH:24][C:23]=4[Cl:30])[C:15](=[O:21])[N:16]3[CH2:19][CH3:20])=[CH:11][N:10]=2)=[CH:5][CH:4]=1.[F:34][C:35]1[CH:40]=[CH:39][C:38]([F:41])=[CH:37][C:36]=1[N:42]=[C:43]=[O:44]. Product: [Cl:30][C:23]1[C:22]([C:14]2[C:15](=[O:21])[N:16]([CH2:19][CH3:20])[C:17]3[C:12]([CH:13]=2)=[CH:11][N:10]=[C:9]([N:8]([CH2:7][C:6]2[CH:5]=[CH:4][C:3]([O:2][CH3:1])=[CH:33][CH:32]=2)[CH3:31])[CH:18]=3)=[CH:27][C:26]([NH:28][C:43]([NH:42][C:36]2[CH:37]=[C:38]([F:41])[CH:39]=[CH:40][C:35]=2[F:34])=[O:44])=[C:25]([F:29])[CH:24]=1. The catalyst class is: 17. (4) Reactant: Br[C:2]1[CH:7]=[CH:6][N:5]=[C:4]([Cl:8])[CH:3]=1.[F:9][C:10]1[CH:15]=[CH:14][C:13]([CH:16]2[CH2:20][CH2:19][CH2:18][NH:17]2)=[CH:12][CH:11]=1.C(N(CC)CC)C.O. Product: [Cl:8][C:4]1[CH:3]=[C:2]([N:17]2[CH2:18][CH2:19][CH2:20][CH:16]2[C:13]2[CH:14]=[CH:15][C:10]([F:9])=[CH:11][CH:12]=2)[CH:7]=[CH:6][N:5]=1. The catalyst class is: 16. (5) Reactant: [N+:1]([C:4]1[CH:12]=[CH:11][C:7]([C:8]([OH:10])=[O:9])=[CH:6][CH:5]=1)([O-:3])=[O:2].Br[CH2:14][CH2:15][CH2:16][CH2:17][CH2:18][CH2:19]Br.[C:21](=[O:24])([O-])[O-:22].[K+].[K+].[OH2:27]. Product: [N+:1]([C:4]1[CH:5]=[CH:6][C:7]([C:8]([O:10][CH2:14][CH2:15][CH2:16][CH2:17][CH2:18][CH2:19][O:22][C:21](=[O:24])[C:7]2[CH:11]=[CH:12][C:4]([N+:1]([O-:2])=[O:27])=[CH:5][CH:6]=2)=[O:9])=[CH:11][CH:12]=1)([O-:3])=[O:2]. The catalyst class is: 3. (6) Reactant: [CH3:1][O:2][C:3]1[CH:8]=[CH:7][C:6]([C:9]2[S:13][C:12]3[CH:14]=[C:15]([O:18][CH3:19])[CH:16]=[CH:17][C:11]=3[CH:10]=2)=[CH:5][CH:4]=1.[CH2:20]([O:22][C:23]1[CH:31]=[CH:30][C:26]([C:27](Cl)=[O:28])=[CH:25][CH:24]=1)[CH3:21].[Al+3].[Cl-].[Cl-].[Cl-].O. Product: [CH2:20]([O:22][C:23]1[CH:31]=[CH:30][C:26]([C:27]([C:10]2[C:11]3[CH:17]=[CH:16][C:15]([O:18][CH3:19])=[CH:14][C:12]=3[S:13][C:9]=2[C:6]2[CH:7]=[CH:8][C:3]([O:2][CH3:1])=[CH:4][CH:5]=2)=[O:28])=[CH:25][CH:24]=1)[CH3:21]. The catalyst class is: 91. (7) Product: [CH2:2]([C:1]1[N:23]=[C:14]([CH3:15])[CH:13]=[CH:12][C:5]=1[C:6]([O:8][CH3:9])=[O:7])[CH3:3]. Reactant: [C:1]([CH2:5][C:6]([O:8][CH3:9])=[O:7])(=O)[CH2:2][CH3:3].C[Si](C)(C)[C:12]#[C:13][C:14](=O)[CH3:15].C([O-])(=O)C.[NH4+:23]. The catalyst class is: 5. (8) Product: [CH3:12][S:13]([O:11][C@H:8]1[CH2:7][CH2:6][C@@H:5]([C:1]([CH3:4])([CH3:2])[CH3:3])[CH2:10][CH2:9]1)(=[O:15])=[O:14]. Reactant: [C:1]([C@@H:5]1[CH2:10][CH2:9][C@H:8]([OH:11])[CH2:7][CH2:6]1)([CH3:4])([CH3:3])[CH3:2].[CH3:12][S:13](O[S:13]([CH3:12])(=[O:15])=[O:14])(=[O:15])=[O:14].C(N(CC)CC)C. The catalyst class is: 4.